From a dataset of Catalyst prediction with 721,799 reactions and 888 catalyst types from USPTO. Predict which catalyst facilitates the given reaction. Reactant: [CH:1]1([C:4]2[NH:8][N:7]=[C:6]([NH:9][C:10]3[C:11]4[CH2:28][CH2:27][CH2:26][C:12]=4[N:13]=[C:14]([N:16]4[CH2:20][C@H:19]([O:21][CH3:22])[CH2:18][CH:17]4[C:23]([OH:25])=[O:24])[N:15]=3)[CH:5]=2)[CH2:3][CH2:2]1.[CH:29]1C=CC2N(O)N=NC=2C=1.O.CN1CCOCC1.CCN=C=NCCCN(C)C.Cl. Product: [CH:1]1([C:4]2[NH:8][N:7]=[C:6]([NH:9][C:10]3[C:11]4[CH2:28][CH2:27][CH2:26][C:12]=4[N:13]=[C:14]([N:16]4[CH2:20][C@H:19]([O:21][CH3:22])[CH2:18][CH:17]4[C:23]([O:25][CH3:29])=[O:24])[N:15]=3)[CH:5]=2)[CH2:3][CH2:2]1. The catalyst class is: 5.